Predict the product of the given reaction. From a dataset of Forward reaction prediction with 1.9M reactions from USPTO patents (1976-2016). (1) The product is: [CH:5]1([C:5]2[CH:10]=[CH:9][CH:8]=[CH:7][CH:6]=2)[CH2:10][CH2:9][CH2:8][CH2:7][CH2:6]1. Given the reactants [H][H].[C]=O.[CH:5]1[CH:10]=[CH:9][CH:8]=[CH:7][CH:6]=1, predict the reaction product. (2) Given the reactants [C:1]12([CH2:11][O:12][C:13]3[CH:18]=[CH:17][C:16]([CH2:19][CH2:20][NH:21]C(=O)OC(C)(C)C)=[CH:15][CH:14]=3)[CH2:10][CH:5]3[CH2:6][CH:7]([CH2:9][CH:3]([CH2:4]3)[CH2:2]1)[CH2:8]2, predict the reaction product. The product is: [C:1]12([CH2:11][O:12][C:13]3[CH:18]=[CH:17][C:16]([CH2:19][CH2:20][NH2:21])=[CH:15][CH:14]=3)[CH2:10][CH:5]3[CH2:6][CH:7]([CH2:9][CH:3]([CH2:4]3)[CH2:2]1)[CH2:8]2.